This data is from Forward reaction prediction with 1.9M reactions from USPTO patents (1976-2016). The task is: Predict the product of the given reaction. (1) The product is: [Cl:8][C:9]1[N:17]=[CH:16][C:15]([F:18])=[CH:14][C:10]=1[C:11]#[N:13]. Given the reactants C(N(CC)CC)C.[Cl:8][C:9]1[N:17]=[CH:16][C:15]([F:18])=[CH:14][C:10]=1[C:11]([NH2:13])=O.FC(F)(F)C(OC(=O)C(F)(F)F)=O, predict the reaction product. (2) Given the reactants [Si]([O:8][CH2:9][C@H:10]([NH:20][S@@](C(C)(C)C)=O)[C:11]1[CH:16]=[CH:15][C:14]([S:17][CH2:18][CH3:19])=[CH:13][N:12]=1)(C(C)(C)C)(C)C.[ClH:27].O1CCOCC1, predict the reaction product. The product is: [ClH:27].[NH2:20][C@H:10]([C:11]1[CH:16]=[CH:15][C:14]([S:17][CH2:18][CH3:19])=[CH:13][N:12]=1)[CH2:9][OH:8].